From a dataset of Forward reaction prediction with 1.9M reactions from USPTO patents (1976-2016). Predict the product of the given reaction. The product is: [F:1][C:2]1[CH:28]=[CH:27][C:5]([CH2:6][N:7]2[CH2:8][CH:9]([S:11][C:12]3[C@H:13]([CH3:26])[C@@H:14]4[C@@H:21]([C@H:22]([OH:24])[CH3:23])[C:20](=[O:25])[N:15]4[C:16]=3[C:17]([O:19][CH:39]([O:38][C:36]([O:35][CH2:29][CH2:30][CH2:31][CH2:32][CH2:33][CH3:34])=[O:37])[CH3:40])=[O:18])[CH2:10]2)=[CH:4][CH:3]=1. Given the reactants [F:1][C:2]1[CH:28]=[CH:27][C:5]([CH2:6][N:7]2[CH2:10][CH:9]([S:11][C:12]3[C@H:13]([CH3:26])[C@@H:14]4[C@@H:21]([C@H:22]([OH:24])[CH3:23])[C:20](=[O:25])[N:15]4[C:16]=3[C:17]([OH:19])=[O:18])[CH2:8]2)=[CH:4][CH:3]=1.[CH2:29]([O:35][C:36]([O:38][CH:39](Cl)[CH3:40])=[O:37])[CH2:30][CH2:31][CH2:32][CH2:33][CH3:34], predict the reaction product.